This data is from Forward reaction prediction with 1.9M reactions from USPTO patents (1976-2016). The task is: Predict the product of the given reaction. (1) Given the reactants [NH2:1][C:2]1[C:3]([F:9])=[C:4]([OH:8])[CH:5]=[CH:6][CH:7]=1.Cl[C:11]1[N:12]=[C:13]([NH:22][C:23]2[CH:28]=[CH:27][C:26]([N:29]3[CH2:34][CH2:33][N:32]([CH3:35])[CH2:31][CH2:30]3)=[CH:25][CH:24]=2)[C:14]([C:19]([NH2:21])=[O:20])=[N:15][C:16]=1[CH2:17][CH3:18].C(=O)([O-])[O-].[K+].[K+].CN1CCCC1=O, predict the reaction product. The product is: [NH2:1][C:2]1[C:3]([F:9])=[C:4]([CH:5]=[CH:6][CH:7]=1)[O:8][C:11]1[N:12]=[C:13]([NH:22][C:23]2[CH:24]=[CH:25][C:26]([N:29]3[CH2:34][CH2:33][N:32]([CH3:35])[CH2:31][CH2:30]3)=[CH:27][CH:28]=2)[C:14]([C:19]([NH2:21])=[O:20])=[N:15][C:16]=1[CH2:17][CH3:18]. (2) Given the reactants [F:1][C:2]1[CH:3]=[C:4]([C:8]2[N:12]=[C:11]([CH:13]3[CH2:18][CH:17]([C:19]4[CH:24]=[CH:23][C:22]([O:25][C:26]([F:29])([F:28])[F:27])=[CH:21][CH:20]=4)[CH2:16][NH:15][CH2:14]3)[O:10][N:9]=2)[CH:5]=[CH:6][CH:7]=1.C(N(CC)CC)C.[Cl:37][C:38](OC(Cl)(Cl)Cl)=[O:39], predict the reaction product. The product is: [F:1][C:2]1[CH:3]=[C:4]([C:8]2[N:12]=[C:11]([CH:13]3[CH2:18][CH:17]([C:19]4[CH:24]=[CH:23][C:22]([O:25][C:26]([F:29])([F:27])[F:28])=[CH:21][CH:20]=4)[CH2:16][N:15]([C:38]([Cl:37])=[O:39])[CH2:14]3)[O:10][N:9]=2)[CH:5]=[CH:6][CH:7]=1. (3) Given the reactants [F:1][C:2]1[CH:7]=[CH:6][C:5]([C:8]2[C:20]3[CH2:19][C:18]4[C:13](=[CH:14][CH:15]=[CH:16][CH:17]=4)[C:12]=3[C:11]([C:21]#[N:22])=[C:10]([N:23]3[CH2:28][CH2:27][CH2:26][CH2:25][CH2:24]3)[CH:9]=2)=[CH:4][CH:3]=1.[H-].[Na+].C1C[O:34]CC1, predict the reaction product. The product is: [F:1][C:2]1[CH:3]=[CH:4][C:5]([C:8]2[C:20]3[C:19](=[O:34])[C:18]4[C:13](=[CH:14][CH:15]=[CH:16][CH:17]=4)[C:12]=3[C:11]([C:21]#[N:22])=[C:10]([N:23]3[CH2:24][CH2:25][CH2:26][CH2:27][CH2:28]3)[CH:9]=2)=[CH:6][CH:7]=1.